From a dataset of Forward reaction prediction with 1.9M reactions from USPTO patents (1976-2016). Predict the product of the given reaction. (1) Given the reactants [NH:1]([C:3]1[CH:4]=[C:5]([CH:9]=[CH:10][CH:11]=1)[C:6]([OH:8])=[O:7])N.[CH:12]([C:15]([CH3:17])=O)([CH3:14])[CH3:13], predict the reaction product. The product is: [CH3:17][C:15]1[C:12]([CH3:14])([CH3:13])[C:4]2[C:3](=[CH:11][CH:10]=[CH:9][C:5]=2[C:6]([OH:8])=[O:7])[N:1]=1. (2) Given the reactants [F:1][C:2]1[C:7]([C:8]2[CH:12]=[CH:11][S:10][C:9]=2[S:13]([N:16]2[CH:20]=[CH:19][CH:18]=[CH:17]2)(=[O:15])=[O:14])=[CH:6][CH:5]=[CH:4][N:3]=1.CCCCCC.C([Li])CCC.CN(C)[CH:34]=[O:35].[Cl-].[NH4+], predict the reaction product. The product is: [F:1][C:2]1[C:7]([C:8]2[CH:12]=[C:11]([CH:34]=[O:35])[S:10][C:9]=2[S:13]([N:16]2[CH:20]=[CH:19][CH:18]=[CH:17]2)(=[O:14])=[O:15])=[CH:6][CH:5]=[CH:4][N:3]=1.